This data is from TCR-epitope binding with 47,182 pairs between 192 epitopes and 23,139 TCRs. The task is: Binary Classification. Given a T-cell receptor sequence (or CDR3 region) and an epitope sequence, predict whether binding occurs between them. Result: 0 (the TCR does not bind to the epitope). The TCR CDR3 sequence is CSARSPLVNEQFF. The epitope is YIFFASFYY.